Task: Regression. Given a peptide amino acid sequence and an MHC pseudo amino acid sequence, predict their binding affinity value. This is MHC class I binding data.. Dataset: Peptide-MHC class I binding affinity with 185,985 pairs from IEDB/IMGT The peptide sequence is ETVSLAGSY. The MHC is HLA-A01:01 with pseudo-sequence HLA-A01:01. The binding affinity (normalized) is 0.342.